Task: Regression. Given two drug SMILES strings and cell line genomic features, predict the synergy score measuring deviation from expected non-interaction effect.. Dataset: NCI-60 drug combinations with 297,098 pairs across 59 cell lines (1) Drug 1: CC(C1=C(C=CC(=C1Cl)F)Cl)OC2=C(N=CC(=C2)C3=CN(N=C3)C4CCNCC4)N. Drug 2: CCC1=C2CN3C(=CC4=C(C3=O)COC(=O)C4(CC)O)C2=NC5=C1C=C(C=C5)O. Cell line: COLO 205. Synergy scores: CSS=58.6, Synergy_ZIP=6.88, Synergy_Bliss=8.80, Synergy_Loewe=-2.11, Synergy_HSA=8.36. (2) Drug 1: C1C(C(OC1N2C=NC3=C(N=C(N=C32)Cl)N)CO)O. Drug 2: C1=CC=C(C=C1)NC(=O)CCCCCCC(=O)NO. Cell line: MALME-3M. Synergy scores: CSS=22.9, Synergy_ZIP=-7.45, Synergy_Bliss=-2.76, Synergy_Loewe=-4.91, Synergy_HSA=-0.962. (3) Drug 1: CCC1(CC2CC(C3=C(CCN(C2)C1)C4=CC=CC=C4N3)(C5=C(C=C6C(=C5)C78CCN9C7C(C=CC9)(C(C(C8N6C=O)(C(=O)OC)O)OC(=O)C)CC)OC)C(=O)OC)O.OS(=O)(=O)O. Drug 2: CNC(=O)C1=NC=CC(=C1)OC2=CC=C(C=C2)NC(=O)NC3=CC(=C(C=C3)Cl)C(F)(F)F. Cell line: SF-539. Synergy scores: CSS=-0.668, Synergy_ZIP=2.77, Synergy_Bliss=3.50, Synergy_Loewe=-1.35, Synergy_HSA=-0.249. (4) Drug 1: COC1=NC(=NC2=C1N=CN2C3C(C(C(O3)CO)O)O)N. Drug 2: C1=NC(=NC(=O)N1C2C(C(C(O2)CO)O)O)N. Cell line: TK-10. Synergy scores: CSS=9.02, Synergy_ZIP=-7.13, Synergy_Bliss=0.187, Synergy_Loewe=-32.3, Synergy_HSA=-9.24. (5) Drug 1: CC12CCC3C(C1CCC2=O)CC(=C)C4=CC(=O)C=CC34C. Drug 2: CC1C(C(CC(O1)OC2CC(CC3=C2C(=C4C(=C3O)C(=O)C5=CC=CC=C5C4=O)O)(C(=O)C)O)N)O. Cell line: IGROV1. Synergy scores: CSS=62.2, Synergy_ZIP=14.0, Synergy_Bliss=13.9, Synergy_Loewe=3.31, Synergy_HSA=13.0. (6) Drug 1: CCN(CC)CCNC(=O)C1=C(NC(=C1C)C=C2C3=C(C=CC(=C3)F)NC2=O)C. Drug 2: CCC1(C2=C(COC1=O)C(=O)N3CC4=CC5=C(C=CC(=C5CN(C)C)O)N=C4C3=C2)O.Cl. Cell line: MDA-MB-231. Synergy scores: CSS=0.893, Synergy_ZIP=0.597, Synergy_Bliss=-1.99, Synergy_Loewe=-15.7, Synergy_HSA=-7.64. (7) Drug 1: CC1=C(C=C(C=C1)C(=O)NC2=CC(=CC(=C2)C(F)(F)F)N3C=C(N=C3)C)NC4=NC=CC(=N4)C5=CN=CC=C5. Drug 2: N.N.Cl[Pt+2]Cl. Cell line: MOLT-4. Synergy scores: CSS=53.5, Synergy_ZIP=-2.00, Synergy_Bliss=-2.01, Synergy_Loewe=-4.68, Synergy_HSA=0.479. (8) Drug 1: CN(CC1=CN=C2C(=N1)C(=NC(=N2)N)N)C3=CC=C(C=C3)C(=O)NC(CCC(=O)O)C(=O)O. Drug 2: CC(C)NC(=O)C1=CC=C(C=C1)CNNC.Cl. Cell line: SF-268. Synergy scores: CSS=2.58, Synergy_ZIP=2.65, Synergy_Bliss=2.06, Synergy_Loewe=-28.3, Synergy_HSA=-1.34.